This data is from Full USPTO retrosynthesis dataset with 1.9M reactions from patents (1976-2016). The task is: Predict the reactants needed to synthesize the given product. (1) Given the product [Br:46][CH2:2][CH2:3][O:4][C:5]1[C:10]([CH3:11])=[CH:9][C:8]([C:12]2[NH:21][C:20](=[O:22])[C:19]3[C:14](=[CH:15][C:16]([O:23][CH3:24])=[CH:17][CH:18]=3)[N:13]=2)=[CH:7][C:6]=1[CH3:25], predict the reactants needed to synthesize it. The reactants are: O[CH2:2][CH2:3][O:4][C:5]1[C:10]([CH3:11])=[CH:9][C:8]([C:12]2[NH:21][C:20](=[O:22])[C:19]3[C:14](=[CH:15][C:16]([O:23][CH3:24])=[CH:17][CH:18]=3)[N:13]=2)=[CH:7][C:6]=1[CH3:25].C1(P(C2C=CC=CC=2)C2C=CC=CC=2)C=CC=CC=1.C(Br)(Br)(Br)[Br:46]. (2) Given the product [Br:1][C:2]1[CH:7]=[C:6]([O:27][CH:24]([CH3:26])[CH3:25])[C:5]([N+:9]([O-:11])=[O:10])=[CH:4][C:3]=1[CH3:12], predict the reactants needed to synthesize it. The reactants are: [Br:1][C:2]1[CH:7]=[C:6](F)[C:5]([N+:9]([O-:11])=[O:10])=[CH:4][C:3]=1[CH3:12].CN(C)C=O.C(=O)([O-])[O-].[K+].[K+].[CH:24]([OH:27])([CH3:26])[CH3:25]. (3) Given the product [Cl:41][C:42]1[C:47]([F:48])=[CH:46][C:45]2[N:49]([CH2:59][C:60]3[CH:65]=[CH:64][C:63]([O:66][CH3:67])=[CH:62][C:61]=3[O:68][CH3:69])[C:50](=[O:58])[C@@H:51]([CH2:52][C:53]([O:55][CH2:56][CH3:57])=[O:54])[O:71][C@H:70]([C:72]3[CH:77]=[CH:76][CH:75]=[C:74]([O:78][CH3:79])[C:73]=3[O:80][CH3:81])[C:44]=2[CH:43]=1, predict the reactants needed to synthesize it. The reactants are: BrC1C=CC2N(CC3C=CC(OC)=CC=3OC)C(=O)[C@@H](CC(OCC)=O)O[C@H](C3C=CC=C(OC)C=3OC)C=2C=1.[Cl:41][C:42]1[C:47]([F:48])=[CH:46][C:45]([N:49]([CH2:59][C:60]2[CH:65]=[CH:64][C:63]([O:66][CH3:67])=[CH:62][C:61]=2[O:68][CH3:69])[C:50](=[O:58])/[CH:51]=[CH:52]/[C:53]([O:55][CH2:56][CH3:57])=[O:54])=[C:44]([CH:70]([C:72]2[CH:77]=[CH:76][CH:75]=[C:74]([O:78][CH3:79])[C:73]=2[O:80][CH3:81])[OH:71])[CH:43]=1. (4) The reactants are: ClC1C=CC=C(C(OO)=[O:9])C=1.[Cl:12][C:13]1[S:17][N:16]=[C:15]([CH3:18])[C:14]=1[CH2:19][S:20][C:21]1[CH2:25][C:24]([CH3:27])([CH3:26])[O:23][N:22]=1.[OH2:28]. Given the product [Cl:12][C:13]1[S:17][N:16]=[C:15]([CH3:18])[C:14]=1[CH2:19][S:20]([C:21]1[CH2:25][C:24]([CH3:27])([CH3:26])[O:23][N:22]=1)(=[O:9])=[O:28], predict the reactants needed to synthesize it. (5) Given the product [Cl:9][C:4]1[C:5]([F:8])=[CH:6][CH:7]=[C:2]([Cl:1])[C:3]=1[CH:10]([OH:12])[CH3:11], predict the reactants needed to synthesize it. The reactants are: [Cl:1][C:2]1[CH:7]=[CH:6][C:5]([F:8])=[C:4]([Cl:9])[C:3]=1[C:10](=[O:12])[CH3:11].[BH4-].[Na+].[NH4+].[Cl-]. (6) Given the product [CH:26]1([N:23]2[CH2:24][CH2:25][N:20]([C:18](=[O:19])[CH2:17][N:12]3[CH2:13][CH2:14][C:9]4=[N:8][N:7]([CH:2]5[CH2:6][CH2:5][CH2:4][CH2:3]5)[CH:15]=[C:10]4[CH2:11]3)[CH2:21][CH2:22]2)[CH2:29][CH2:28][CH2:27]1, predict the reactants needed to synthesize it. The reactants are: Cl.[CH:2]1([N:7]2[CH:15]=[C:10]3[CH2:11][NH:12][CH2:13][CH2:14][C:9]3=[N:8]2)[CH2:6][CH2:5][CH2:4][CH2:3]1.Cl[CH2:17][C:18]([N:20]1[CH2:25][CH2:24][N:23]([CH:26]2[CH2:29][CH2:28][CH2:27]2)[CH2:22][CH2:21]1)=[O:19].C([O-])([O-])=O.[K+].[K+]. (7) Given the product [Cl:22][C:5]1[C:6]([NH:8][C:9]2[CH:14]=[CH:13][C:12]([O:15][CH3:16])=[CH:11][C:10]=2[N:17]2[CH:21]=[CH:20][CH:19]=[N:18]2)=[N:7][C:2]([NH:23][C:24]2[CH:37]=[CH:36][C:27]3[NH:28][C:29](=[O:35])[CH2:30][CH2:31][C:32]([CH3:34])([CH3:33])[C:26]=3[CH:25]=2)=[N:3][CH:4]=1, predict the reactants needed to synthesize it. The reactants are: Cl[C:2]1[N:7]=[C:6]([NH:8][C:9]2[CH:14]=[CH:13][C:12]([O:15][CH3:16])=[CH:11][C:10]=2[N:17]2[CH:21]=[CH:20][CH:19]=[N:18]2)[C:5]([Cl:22])=[CH:4][N:3]=1.[NH2:23][C:24]1[CH:37]=[CH:36][C:27]2[NH:28][C:29](=[O:35])[CH2:30][CH2:31][C:32]([CH3:34])([CH3:33])[C:26]=2[CH:25]=1. (8) Given the product [CH:5]([C:8]1[CH:16]=[CH:15][C:11]([CH2:12][C:22]2[N:18]([CH3:17])[C:19]([CH2:23][C:24]#[N:25])=[CH:20][CH:21]=2)=[CH:10][CH:9]=1)([CH3:7])[CH3:6], predict the reactants needed to synthesize it. The reactants are: [Cl-].[Al+3].[Cl-].[Cl-].[CH:5]([C:8]1[CH:16]=[CH:15][C:11]([C:12](Cl)=O)=[CH:10][CH:9]=1)([CH3:7])[CH3:6].[CH3:17][N:18]1[CH:22]=[CH:21][CH:20]=[C:19]1[CH2:23][C:24]#[N:25]. (9) Given the product [Cl:1][C:2]1[CH:3]=[CH:4][C:5]([CH:8]([C:24]2[CH:29]=[CH:28][C:27]([Cl:30])=[CH:26][CH:25]=2)[N:9]2[CH2:10][CH:11]([N:13]([CH3:35])[S:14]([C:17]3[CH:22]=[CH:21][C:20]([F:23])=[CH:19][CH:18]=3)(=[O:15])=[O:16])[CH2:12]2)=[CH:6][CH:7]=1, predict the reactants needed to synthesize it. The reactants are: [Cl:1][C:2]1[CH:7]=[CH:6][C:5]([CH:8]([C:24]2[CH:29]=[CH:28][C:27]([Cl:30])=[CH:26][CH:25]=2)[N:9]2[CH2:12][CH:11]([NH:13][S:14]([C:17]3[CH:22]=[CH:21][C:20]([F:23])=[CH:19][CH:18]=3)(=[O:16])=[O:15])[CH2:10]2)=[CH:4][CH:3]=1.[H-].[Na+].IC.[C:35](OCC)(=O)C.